Task: Regression. Given a peptide amino acid sequence and an MHC pseudo amino acid sequence, predict their binding affinity value. This is MHC class II binding data.. Dataset: Peptide-MHC class II binding affinity with 134,281 pairs from IEDB (1) The peptide sequence is IRQAGVQYSRADEEQ. The MHC is DRB1_0405 with pseudo-sequence DRB1_0405. The binding affinity (normalized) is 0.217. (2) The peptide sequence is AFKVAATAANAAFAN. The MHC is DRB1_0401 with pseudo-sequence DRB1_0401. The binding affinity (normalized) is 0.829. (3) The peptide sequence is AAATAGTTVYGAEAA. The MHC is HLA-DQA10401-DQB10402 with pseudo-sequence HLA-DQA10401-DQB10402. The binding affinity (normalized) is 0.500. (4) The peptide sequence is SKISGEWYSIFLASD. The MHC is HLA-DPA10301-DPB10402 with pseudo-sequence HLA-DPA10301-DPB10402. The binding affinity (normalized) is 0.446. (5) The peptide sequence is MDVNPTLLFLKVPAQ. The MHC is DRB1_0101 with pseudo-sequence DRB1_0101. The binding affinity (normalized) is 0.545. (6) The peptide sequence is SNMLILNPTQSDSGI. The MHC is DRB4_0101 with pseudo-sequence DRB4_0103. The binding affinity (normalized) is 0.644.